Dataset: Reaction yield outcomes from USPTO patents with 853,638 reactions. Task: Predict the reaction yield, written as a fraction of the theoretical maximum amount of product (1.0 means a 100% yield; for example, 0.34 means a 34% yield). (1) The reactants are [Cl:1][C:2]1[C:3]([CH2:12][O:13][C:14]2[CH:19]=[CH:18][C:17]([Cl:20])=[C:16]([Cl:21])[CH:15]=2)=[CH:4][C:5]2[O:9][N:8]=[C:7]([NH2:10])[C:6]=2[CH:11]=1.[Li+].C[Si]([N-][Si](C)(C)C)(C)C.[CH:32]1([S:35](Cl)(=[O:37])=[O:36])[CH2:34][CH2:33]1. The catalyst is C1COCC1. The product is [Cl:1][C:2]1[C:3]([CH2:12][O:13][C:14]2[CH:19]=[CH:18][C:17]([Cl:20])=[C:16]([Cl:21])[CH:15]=2)=[CH:4][C:5]2[O:9][N:8]=[C:7]([NH:10][S:35]([CH:32]3[CH2:34][CH2:33]3)(=[O:37])=[O:36])[C:6]=2[CH:11]=1. The yield is 0.170. (2) The product is [CH2:9]([O:11][C:12]([C:14]1[C:15]([N:1]2[CH2:5][CH2:4][CH2:3][C:2]2=[O:6])=[N:16][C:17]2[C:22]([C:23]=1[C:24]1[CH:29]=[CH:28][CH:27]=[CH:26][CH:25]=1)=[CH:21][C:20]([Cl:30])=[CH:19][CH:18]=2)=[O:13])[CH3:10]. The reactants are [NH:1]1[CH2:5][CH2:4][CH2:3][C:2]1=[O:6].[H-].[Na+].[CH2:9]([O:11][C:12]([C:14]1[C:15](Cl)=[N:16][C:17]2[C:22]([C:23]=1[C:24]1[CH:29]=[CH:28][CH:27]=[CH:26][CH:25]=1)=[CH:21][C:20]([Cl:30])=[CH:19][CH:18]=2)=[O:13])[CH3:10]. The catalyst is C1COCC1. The yield is 0.0700. (3) The reactants are ClC1C=C(OC)C(NS(C2SC(C)=NC=2C)(=O)=O)=NC=1.[Br:21][C:22]1[CH:23]=[C:24]([S:29](Cl)(=[O:31])=[O:30])[CH:25]=[N:26][C:27]=1[Cl:28].CC1N=C(C)SC=1S(Cl)(=O)=O.[Br:44][C:45]1[CH:46]=[C:47]([O:52][CH3:53])[C:48]([NH2:51])=[N:49][CH:50]=1.ClC1C=C(OC)C(N)=NC=1. No catalyst specified. The product is [Br:21][C:22]1[CH:23]=[C:24]([S:29]([NH:51][C:48]2[C:47]([O:52][CH3:53])=[CH:46][C:45]([Br:44])=[CH:50][N:49]=2)(=[O:31])=[O:30])[CH:25]=[N:26][C:27]=1[Cl:28]. The yield is 0.410.